From a dataset of Blood-brain barrier permeability classification from the B3DB database. Regression/Classification. Given a drug SMILES string, predict its absorption, distribution, metabolism, or excretion properties. Task type varies by dataset: regression for continuous measurements (e.g., permeability, clearance, half-life) or binary classification for categorical outcomes (e.g., BBB penetration, CYP inhibition). Dataset: b3db_classification. The compound is COc1ccc2c(c1)N(C[C@@H](C)CN(C)C)c1ccccc1S2. The result is 1 (penetrates BBB).